Dataset: Reaction yield outcomes from USPTO patents with 853,638 reactions. Task: Predict the reaction yield, written as a fraction of the theoretical maximum amount of product (1.0 means a 100% yield; for example, 0.34 means a 34% yield). (1) The reactants are [I:1][C:2]1[CH:3]=[C:4]2[O:8][C:7]([C:9]3[CH:14]=[CH:13][CH:12]=[CH:11][CH:10]=3)=[N:6][C:5]2=[C:15]([C:17]([OH:19])=O)[CH:16]=1.Cl.C(N=C=NCCCN(C)C)C.ON1C2C=CC=CC=2N=N1.Cl.Cl.[NH2:44][CH:45]1[CH2:52][CH:51]2[N:53]([CH3:54])[CH:47]([CH2:48][CH2:49][CH2:50]2)[CH2:46]1.C(N(CC)CC)C. The catalyst is CN(C=O)C.C(OCC)C. The product is [CH3:54][N:53]1[CH:47]2[CH2:48][CH2:49][CH2:50][CH:51]1[CH2:52][CH:45]([NH:44][C:17]([C:15]1[CH:16]=[C:2]([I:1])[CH:3]=[C:4]3[O:8][C:7]([C:9]4[CH:10]=[CH:11][CH:12]=[CH:13][CH:14]=4)=[N:6][C:5]=13)=[O:19])[CH2:46]2. The yield is 0.630. (2) The reactants are [Br:1][C:2]1[C:7]([C:8]([OH:10])=[O:9])=[C:6]([F:11])[C:5]([F:12])=[CH:4][CH:3]=1.CI.[C:15](=O)([O-])[O-].[K+].[K+].O. The catalyst is CN(C)C=O. The product is [Br:1][C:2]1[C:7]([C:8]([O:10][CH3:15])=[O:9])=[C:6]([F:11])[C:5]([F:12])=[CH:4][CH:3]=1. The yield is 1.00. (3) The reactants are Cl[C:2]1[N:10]=[C:9]([Cl:11])[C:8]([CH:12]2[CH2:14][CH2:13]2)=[CH:7][C:3]=1[C:4]([NH2:6])=[O:5].[CH:15]([O:18][CH2:19][CH2:20][OH:21])([CH3:17])[CH3:16].[H-].[Na+]. The catalyst is CN(C=O)C. The product is [Cl:11][C:9]1[C:8]([CH:12]2[CH2:14][CH2:13]2)=[CH:7][C:3]([C:4]([NH2:6])=[O:5])=[C:2]([O:21][CH2:20][CH2:19][O:18][CH:15]([CH3:17])[CH3:16])[N:10]=1. The yield is 0.310. (4) The reactants are Cl.Cl.FC1C=CC(CC2C3(CCN(CCCN4CCOCC4)CC3)OC(=O)N2CC2C=CC(OCC(C)C)=CC=2)=CC=1.[C:43]([O:47][C:48]([N:50]1[CH2:80][CH2:79][C:53]2([O:57][C:56](=[O:58])[N:55](CC3C=CC(OCC(C)C)=CC=3)[CH:54]2[CH2:71][C:72]2[CH:77]=[CH:76][C:75]([F:78])=[CH:74][CH:73]=2)[CH2:52][CH2:51]1)=[O:49])([CH3:46])([CH3:45])[CH3:44].N1CCOCC1.ClCCCI.C(=O)([O-])[O-].[K+].[K+].[I-].[Na+]. The yield is 0.400. The catalyst is C(#N)C.CN(C=O)C. The product is [C:43]([O:47][C:48]([N:50]1[CH2:51][CH2:52][C:53]2([O:57][C:56](=[O:58])[NH:55][CH:54]2[CH2:71][C:72]2[CH:73]=[CH:74][C:75]([F:78])=[CH:76][CH:77]=2)[CH2:79][CH2:80]1)=[O:49])([CH3:46])([CH3:44])[CH3:45]. (5) The reactants are [N:1]1([CH2:6][CH2:7][CH2:8][NH:9][C:10](=[O:33])/[C:11](/[CH2:21][O:22][C:23]2[C:32]3[C:27](=[CH:28][CH:29]=[CH:30][CH:31]=3)[CH:26]=[CH:25][CH:24]=2)=[CH:12]/[CH2:13][CH2:14][CH2:15][CH2:16][C:17]([O:19]C)=[O:18])[CH:5]=[CH:4][N:3]=[CH:2]1.O.[OH-].[Li+].O1CCCC1. The catalyst is O. The product is [N:1]1([CH2:6][CH2:7][CH2:8][NH:9][C:10](=[O:33])/[C:11](/[CH2:21][O:22][C:23]2[C:32]3[C:27](=[CH:28][CH:29]=[CH:30][CH:31]=3)[CH:26]=[CH:25][CH:24]=2)=[CH:12]/[CH2:13][CH2:14][CH2:15][CH2:16][C:17]([OH:19])=[O:18])[CH:5]=[CH:4][N:3]=[CH:2]1. The yield is 0.850. (6) The reactants are [OH:1][C:2]1[CH:7]=[C:6]([O:8][CH2:9][CH2:10][O:11][CH3:12])[CH:5]=[CH:4][C:3]=1/[CH:13]=[CH:14]/[C:15]([O:17][CH2:18][CH3:19])=[O:16].Br[C:21]1[S:22][C:23]([Br:26])=[CH:24][N:25]=1.C(=O)([O-])[O-].[K+].[K+].O. The catalyst is CN(C)C=O. The product is [Br:26][C:23]1[S:22][C:21]([O:1][C:2]2[CH:7]=[C:6]([O:8][CH2:9][CH2:10][O:11][CH3:12])[CH:5]=[CH:4][C:3]=2/[CH:13]=[CH:14]/[C:15]([O:17][CH2:18][CH3:19])=[O:16])=[N:25][CH:24]=1. The yield is 0.710. (7) The reactants are [CH3:1][O:2][C:3]1[CH:4]=[C:5]2[C:10](=[CH:11][C:12]=1[O:13][CH3:14])[N:9]=[CH:8][CH:7]=[C:6]2[S:15][C:16]1[S:20][C:19]([NH2:21])=[CH:18][CH:17]=1.N1C=CC=CC=1.Cl[C:29]([O:31][C:32]1[CH:37]=[CH:36][CH:35]=[CH:34][CH:33]=1)=[O:30].C(OCC)(=O)C. The catalyst is O1CCCC1.CN(C)C=O.O. The product is [C:32]1([O:31][C:29](=[O:30])[NH:21][C:19]2[S:20][C:16]([S:15][C:6]3[C:5]4[C:10](=[CH:11][C:12]([O:13][CH3:14])=[C:3]([O:2][CH3:1])[CH:4]=4)[N:9]=[CH:8][CH:7]=3)=[CH:17][CH:18]=2)[CH:37]=[CH:36][CH:35]=[CH:34][CH:33]=1. The yield is 0.820.